From a dataset of Reaction yield outcomes from USPTO patents with 853,638 reactions. Predict the reaction yield, written as a fraction of the theoretical maximum amount of product (1.0 means a 100% yield; for example, 0.34 means a 34% yield). (1) The reactants are C(N(C(C)C)CC)(C)C.[C:10]([C:14]1[CH:19]=[CH:18][C:17]([NH:20][C:21]2[C:22]3[CH2:32][CH2:31][NH:30][CH2:29][C:23]=3[N:24]=[C:25]([S:27][CH3:28])[N:26]=2)=[CH:16][CH:15]=1)([CH3:13])([CH3:12])[CH3:11].Cl[C:34]1[C:39]([Cl:40])=[CH:38][CH:37]=[CH:36][N:35]=1. The catalyst is O1CCOCC1.C(N(CC)C(=O)C)C. The product is [C:10]([C:14]1[CH:19]=[CH:18][C:17]([NH:20][C:21]2[C:22]3[CH2:32][CH2:31][N:30]([C:34]4[C:39]([Cl:40])=[CH:38][CH:37]=[CH:36][N:35]=4)[CH2:29][C:23]=3[N:24]=[C:25]([S:27][CH3:28])[N:26]=2)=[CH:16][CH:15]=1)([CH3:13])([CH3:11])[CH3:12]. The yield is 0.250. (2) The reactants are [CH3:1][C@@H:2]1[CH2:6][CH2:5][C:4](=C(C)C)[CH:3]1[C:10]([O:12][CH2:13][CH3:14])=[O:11].C(=O)=[O:16].C(O)(C)C. The catalyst is C(OCC)(=O)C. The product is [CH3:1][C@@H:2]1[CH2:6][CH2:5][C:4](=[O:16])[CH:3]1[C:10]([O:12][CH2:13][CH3:14])=[O:11]. The yield is 0.960. (3) The reactants are Cl[Sn](Cl)(Cl)Cl.Br[C:7]1[CH:8]=[C:9]2[C:13](=[CH:14][CH:15]=1)[NH:12][CH:11]=[CH:10]2.[C:16](Cl)(=[O:18])[CH3:17].O. The catalyst is C1(C)C=CC=CC=1. The product is [C:16]([C:11]1[NH:12][C:13]2[C:9]([CH:10]=1)=[CH:8][CH:7]=[CH:15][CH:14]=2)(=[O:18])[CH3:17]. The yield is 0.840. (4) The reactants are [Br:1][C:2]1[C:10]([CH2:11][CH3:12])=[C:9]2[C:5]([C:6]3[CH2:16][CH2:15][O:14][C:13]([CH2:19][C:20](O)=[O:21])([CH2:17][CH3:18])[C:7]=3[NH:8]2)=[CH:4][CH:3]=1. The catalyst is C1COCC1. The product is [Br:1][C:2]1[C:10]([CH2:11][CH3:12])=[C:9]2[C:5]([C:6]3[CH2:16][CH2:15][O:14][C:13]([CH2:19][CH2:20][OH:21])([CH2:17][CH3:18])[C:7]=3[NH:8]2)=[CH:4][CH:3]=1. The yield is 0.760. (5) The reactants are [CH3:1][O:2][C:3]1[CH:8]=[CH:7][CH:6]=[C:5]([O:9][CH3:10])[CH:4]=1.[C:11]([N:14]1[CH2:19][CH2:18][CH:17]([C:20](Cl)=[O:21])[CH2:16][CH2:15]1)(=[O:13])[CH3:12].[NH4+].[Cl-].Cl. The catalyst is C(Cl)Cl.Cl[Ti](Cl)(Cl)Cl. The product is [CH3:1][O:2][C:3]1[CH:4]=[C:5]([O:9][CH3:10])[CH:6]=[CH:7][C:8]=1[C:20]([CH:17]1[CH2:16][CH2:15][N:14]([C:11](=[O:13])[CH3:12])[CH2:19][CH2:18]1)=[O:21]. The yield is 0.560. (6) The reactants are [C:1]([C:4]1[N:9]=[N:8][C:7]([NH:10][C@@H:11]2[CH2:16][CH2:15][O:14][CH2:13][C@@H:12]2[NH:17]C(=O)OC(C)(C)C)=[CH:6][C:5]=1[NH:25][C:26]1[CH:31]=[C:30]([CH3:32])[CH:29]=[C:28]([CH2:33][CH2:34][CH3:35])[N:27]=1)(=[O:3])[NH2:2].FC(F)(F)C(O)=O. The catalyst is ClCCl. The product is [NH2:17][C@@H:12]1[C@H:11]([NH:10][C:7]2[N:8]=[N:9][C:4]([C:1]([NH2:2])=[O:3])=[C:5]([NH:25][C:26]3[CH:31]=[C:30]([CH3:32])[CH:29]=[C:28]([CH2:33][CH2:34][CH3:35])[N:27]=3)[CH:6]=2)[CH2:16][CH2:15][O:14][CH2:13]1. The yield is 0.330. (7) The reactants are [ClH:1].[CH3:2][N:3]1[CH:7]=[CH:6][N:5]=[C:4]1[CH2:8][CH2:9][C:10]([N:12]1[CH2:17][CH2:16][CH:15]([NH:18][CH3:19])[CH2:14][CH2:13]1)=[O:11]. The catalyst is C(OCC)C. The product is [ClH:1].[CH3:2][N:3]1[CH:7]=[CH:6][N:5]=[C:4]1[CH2:8][CH2:9][C:10]([N:12]1[CH2:13][CH2:14][CH:15]([NH:18][CH3:19])[CH2:16][CH2:17]1)=[O:11]. The yield is 0.380.